This data is from Full USPTO retrosynthesis dataset with 1.9M reactions from patents (1976-2016). The task is: Predict the reactants needed to synthesize the given product. The reactants are: [CH:1](OCC)(OCC)OCC.B(F)(F)F.CCOCC.[OH:20][N:21]=[C:22]([C:24]1[CH:29]=[CH:28][CH:27]=[C:26]([C:30]2[C:38]3[C:37]([N:39]4[CH2:44][CH2:43][O:42][CH2:41][CH2:40]4)=[N:36][CH:35]=[N:34][C:33]=3[N:32](COCC[Si](C)(C)C)[CH:31]=2)[CH:25]=1)[NH2:23].O. Given the product [N:39]1([C:37]2[C:38]3[C:30]([C:26]4[CH:27]=[CH:28][CH:29]=[C:24]([C:22]5[N:23]=[CH:1][O:20][N:21]=5)[CH:25]=4)=[CH:31][NH:32][C:33]=3[N:34]=[CH:35][N:36]=2)[CH2:40][CH2:41][O:42][CH2:43][CH2:44]1, predict the reactants needed to synthesize it.